Dataset: Forward reaction prediction with 1.9M reactions from USPTO patents (1976-2016). Task: Predict the product of the given reaction. (1) Given the reactants [F:1][C:2]1[CH:7]=[CH:6][CH:5]=[C:4]([F:8])[C:3]=1[C:9]1[NH:10][C:11]2[C:17]([CH3:18])=[CH:16][CH:15]=[CH:14][C:12]=2[N:13]=1.[CH3:19][C:20]([CH3:24])=[CH:21][CH2:22]Br.[H-].[Na+], predict the reaction product. The product is: [CH3:19][C:20]([CH3:24])=[CH:21][CH2:22][N:13]1[C:12]2[CH:14]=[CH:15][CH:16]=[C:17]([CH3:18])[C:11]=2[N:10]=[C:9]1[C:3]1[C:4]([F:8])=[CH:5][CH:6]=[CH:7][C:2]=1[F:1]. (2) Given the reactants N12CCCN=C1CCCCC2.[Br:12][C:13]1[CH:18]=[CH:17][C:16]([C:19]2[CH:24]=[CH:23][CH:22]=[CH:21][C:20]=2[NH2:25])=[CH:15][CH:14]=1.[CH:26]([S:29](Cl)(=[O:31])=[O:30])([CH3:28])[CH3:27], predict the reaction product. The product is: [Br:12][C:13]1[CH:14]=[CH:15][C:16]([C:19]2[CH:24]=[CH:23][CH:22]=[CH:21][C:20]=2[NH:25][S:29]([CH:26]([CH3:28])[CH3:27])(=[O:31])=[O:30])=[CH:17][CH:18]=1. (3) Given the reactants C(OC(=O)[NH:7][C@@H:8]1[CH2:13][CH2:12][CH2:11][CH2:10][C@H:9]1[CH2:14][C:15]1[CH:20]=[CH:19][C:18]([N:21]2[CH2:25][C:24](=[O:26])[N:23]([CH2:27][CH2:28][Si:29]([CH3:32])([CH3:31])[CH3:30])[S:22]2(=[O:34])=[O:33])=[C:17]([O:35][CH2:36][C:37]2[CH:42]=[CH:41][CH:40]=[CH:39][CH:38]=2)[CH:16]=1)(C)(C)C.C(O)(C(F)(F)F)=O, predict the reaction product. The product is: [NH2:7][C@@H:8]1[CH2:13][CH2:12][CH2:11][CH2:10][C@H:9]1[CH2:14][C:15]1[CH:20]=[CH:19][C:18]([N:21]2[S:22](=[O:34])(=[O:33])[N:23]([CH2:27][CH2:28][Si:29]([CH3:31])([CH3:32])[CH3:30])[C:24](=[O:26])[CH2:25]2)=[C:17]([O:35][CH2:36][C:37]2[CH:38]=[CH:39][CH:40]=[CH:41][CH:42]=2)[CH:16]=1.